From a dataset of NCI-60 drug combinations with 297,098 pairs across 59 cell lines. Regression. Given two drug SMILES strings and cell line genomic features, predict the synergy score measuring deviation from expected non-interaction effect. (1) Drug 1: CC(C1=C(C=CC(=C1Cl)F)Cl)OC2=C(N=CC(=C2)C3=CN(N=C3)C4CCNCC4)N. Drug 2: COC1=NC(=NC2=C1N=CN2C3C(C(C(O3)CO)O)O)N. Cell line: HOP-92. Synergy scores: CSS=12.1, Synergy_ZIP=-2.79, Synergy_Bliss=-3.20, Synergy_Loewe=-10.7, Synergy_HSA=-3.58. (2) Drug 1: CC1=C(C=C(C=C1)NC(=O)C2=CC=C(C=C2)CN3CCN(CC3)C)NC4=NC=CC(=N4)C5=CN=CC=C5. Drug 2: CN(CCCl)CCCl.Cl. Cell line: A549. Synergy scores: CSS=28.0, Synergy_ZIP=-14.2, Synergy_Bliss=-8.54, Synergy_Loewe=-15.1, Synergy_HSA=-6.50.